Dataset: Catalyst prediction with 721,799 reactions and 888 catalyst types from USPTO. Task: Predict which catalyst facilitates the given reaction. (1) Reactant: Cl.[Br:2][C:3]1[CH:8]=[CH:7][C:6]([C@H:9]([NH2:11])[CH3:10])=[C:5]([F:12])[CH:4]=1.[C:13](O[C:13]([O:15][C:16]([CH3:19])([CH3:18])[CH3:17])=[O:14])([O:15][C:16]([CH3:19])([CH3:18])[CH3:17])=[O:14].C(N(CC)CC)C.O. Product: [C:16]([O:15][C:13](=[O:14])[NH:11][C@@H:9]([C:6]1[CH:7]=[CH:8][C:3]([Br:2])=[CH:4][C:5]=1[F:12])[CH3:10])([CH3:19])([CH3:18])[CH3:17]. The catalyst class is: 2. (2) Reactant: [N:1]([CH2:4][C:5]([OH:7])=O)=[N+:2]=[N-:3].Cl.[OH:9][CH:10]1[O:18][C@H:17]([CH2:19][OH:20])[C@H:15]([OH:16])[C@H:13]([OH:14])[C@H:11]1[NH2:12].C(N(CC)CC)C.ON1C2C=CC=CC=2N=N1.Cl.CN(C)CCCN=C=NCC. Product: [N:1]([CH2:4][C:5]([NH:12][C@@H:11]1[C@@H:13]([OH:14])[C@@H:15]([OH:16])[C@@H:17]([CH2:19][OH:20])[O:18][CH:10]1[OH:9])=[O:7])=[N+:2]=[N-:3]. The catalyst class is: 5. (3) Reactant: CO[C:3](=[O:15])[NH:4][C:5]1[NH:9][C:8]2[CH:10]=[C:11]([OH:14])[CH:12]=[CH:13][C:7]=2[N:6]=1.[CH3:16][O:17][CH2:18][CH2:19][NH2:20].O. Product: [OH:14][C:11]1[CH:12]=[CH:13][C:7]2[N:6]=[C:5]([NH:4][C:3]([NH:20][CH2:19][CH2:18][O:17][CH3:16])=[O:15])[NH:9][C:8]=2[CH:10]=1. The catalyst class is: 60. (4) Reactant: [OH:1][C@@H:2]1[C@@H:7]([OH:8])[C@H:6]([OH:9])[C:5](=[O:10])[CH:4]=[CH:3]1.O. Product: [OH:8][C@H:7]1[C@H:6]([OH:9])[C@@H:5]([OH:10])[CH2:4][CH2:3][C:2]1=[O:1]. The catalyst class is: 19. (5) Reactant: I[C:2]1[CH:3]=[C:4]2[C:9](=[CH:10][CH:11]=1)[O:8][CH2:7][CH2:6][CH:5]2[OH:12].[Cl-].[CH2:14]([Zn+])[C:15]([CH3:18])([CH3:17])[CH3:16]. Product: [CH2:14]([C:2]1[CH:3]=[C:4]2[C:9](=[CH:10][CH:11]=1)[O:8][CH2:7][CH2:6][CH:5]2[OH:12])[C:15]([CH3:18])([CH3:17])[CH3:16]. The catalyst class is: 450.